This data is from Catalyst prediction with 721,799 reactions and 888 catalyst types from USPTO. The task is: Predict which catalyst facilitates the given reaction. (1) Reactant: C([O:4][CH2:5][C:6]1[CH:10]=[C:9]([C:11]2[C:20]3[C:15](=[CH:16][CH:17]=[CH:18][CH:19]=3)[C:14]([NH:21][C:22]3[CH:27]=[CH:26][C:25]([O:28][C:29]4[C:38]5[C:33](=[CH:34][C:35]([O:39][CH3:40])=[CH:36][N:37]=5)[N:32]=[CH:31][CH:30]=4)=[CH:24][CH:23]=3)=[N:13][N:12]=2)[S:8][CH:7]=1)(=O)C.C1COCC1.CO.[OH-].[Li+]. Product: [CH3:40][O:39][C:35]1[CH:34]=[C:33]2[C:38]([C:29]([O:28][C:25]3[CH:26]=[CH:27][C:22]([NH:21][C:14]4[C:15]5[C:20](=[CH:19][CH:18]=[CH:17][CH:16]=5)[C:11]([C:9]5[S:8][CH:7]=[C:6]([CH2:5][OH:4])[CH:10]=5)=[N:12][N:13]=4)=[CH:23][CH:24]=3)=[CH:30][CH:31]=[N:32]2)=[N:37][CH:36]=1. The catalyst class is: 6. (2) The catalyst class is: 6. Product: [OH:1]/[N:2]=[C:3](\[Cl:20])/[C:4]1[CH:9]=[CH:8][CH:7]=[CH:6][N:5]=1. Reactant: [OH:1]/[N:2]=[C:3](\N)/[C:4]1[CH:9]=[CH:8][CH:7]=[CH:6][N:5]=1.N([O-])=O.[Na+].C(=O)([O-])O.[Na+].[ClH:20]. (3) Reactant: Cl[C:2]1[N:7]=[CH:6][C:5]([CH2:8][C:9]2[C:10]3[CH:29]=[CH:28][CH:27]=[CH:26][C:11]=3[C:12]3[CH2:13][N:14]([C@H:19]4[CH2:24][CH2:23][CH2:22][CH2:21][C@@H:20]4[OH:25])[C:15](=[O:18])[C:16]=3[CH:17]=2)=[CH:4][CH:3]=1.[NH:30]1[CH2:35][CH2:34][O:33][CH2:32][CH2:31]1.CC(C)([O-])C.[Na+].C1C=CC(P(C2C=CC3C(=CC=CC=3)C=2C2C3C(=CC=CC=3)C=CC=2P(C2C=CC=CC=2)C2C=CC=CC=2)C2C=CC=CC=2)=CC=1.C(=O)(O)[O-].[Na+]. Product: [OH:25][C@H:20]1[CH2:21][CH2:22][CH2:23][CH2:24][C@@H:19]1[N:14]1[CH2:13][C:12]2[C:11]3[CH:26]=[CH:27][CH:28]=[CH:29][C:10]=3[C:9]([CH2:8][C:5]3[CH:6]=[N:7][C:2]([N:30]4[CH2:35][CH2:34][O:33][CH2:32][CH2:31]4)=[CH:3][CH:4]=3)=[CH:17][C:16]=2[C:15]1=[O:18]. The catalyst class is: 101.